Dataset: Full USPTO retrosynthesis dataset with 1.9M reactions from patents (1976-2016). Task: Predict the reactants needed to synthesize the given product. Given the product [Cl:13][C:14]1[CH:19]=[C:18]([Cl:20])[CH:17]=[C:16]([Cl:21])[C:15]=1[S:22]([NH:12][C:9]1[S:10][CH:11]=[C:7]([C:3]2[CH:2]=[N:1][CH:6]=[CH:5][CH:4]=2)[N:8]=1)(=[O:24])=[O:23], predict the reactants needed to synthesize it. The reactants are: [N:1]1[CH:6]=[CH:5][CH:4]=[C:3]([C:7]2[N:8]=[C:9]([NH2:12])[S:10][CH:11]=2)[CH:2]=1.[Cl:13][C:14]1[CH:19]=[C:18]([Cl:20])[CH:17]=[C:16]([Cl:21])[C:15]=1[S:22](Cl)(=[O:24])=[O:23].